From a dataset of Forward reaction prediction with 1.9M reactions from USPTO patents (1976-2016). Predict the product of the given reaction. (1) Given the reactants [F:1][B-](F)(F)F.[CH3:6][O:7][C:8]1[CH:9]=[C:10]2[C:15](=[CH:16][CH:17]=1)[N:14]=[CH:13][C:12]([N+]#N)=[CH:11]2.C(OCC)(=O)C.[OH-].[Na+], predict the reaction product. The product is: [F:1][C:12]1[CH:13]=[N:14][C:15]2[C:10]([CH:11]=1)=[CH:9][C:8]([O:7][CH3:6])=[CH:17][CH:16]=2. (2) Given the reactants [CH3:1][C:2]1[N:3]([S:18]([C:21]2[CH:22]=[N:23][CH:24]=[CH:25][CH:26]=2)(=[O:20])=[O:19])[C:4]([C:12]2[CH:17]=[CH:16][CH:15]=[CH:14][CH:13]=2)=[CH:5][C:6]=1[C:7](OCC)=[O:8].[H-].C([Al+]CC(C)C)C(C)C.O.C(OCC)(=O)C, predict the reaction product. The product is: [CH3:1][C:2]1[N:3]([S:18]([C:21]2[CH:22]=[N:23][CH:24]=[CH:25][CH:26]=2)(=[O:19])=[O:20])[C:4]([C:12]2[CH:13]=[CH:14][CH:15]=[CH:16][CH:17]=2)=[CH:5][C:6]=1[CH:7]=[O:8]. (3) Given the reactants C(OC([NH:8][CH2:9][C:10]1[N:11]([CH2:30][CH:31]([CH3:33])[CH3:32])[C:12](=[O:29])[C:13]2[C:18]([C:19]=1[C:20]1[S:21][CH:22]=[CH:23][CH:24]=1)=[CH:17][C:16]([C:25]([O:27][CH3:28])=[O:26])=[CH:15][CH:14]=2)=O)(C)(C)C.[ClH:34], predict the reaction product. The product is: [ClH:34].[NH2:8][CH2:9][C:10]1[N:11]([CH2:30][CH:31]([CH3:33])[CH3:32])[C:12](=[O:29])[C:13]2[C:18]([C:19]=1[C:20]1[S:21][CH:22]=[CH:23][CH:24]=1)=[CH:17][C:16]([C:25]([O:27][CH3:28])=[O:26])=[CH:15][CH:14]=2. (4) The product is: [O:33]1[CH:37]=[CH:36][CH:35]=[C:34]1[CH2:38][CH2:39][C:40]([O:42][CH2:43][CH3:44])=[O:41]. Given the reactants C1(P(C2C=CC=CC=2)(C2C=CC=CC=2)=CC(OCC)=O)C=CC=CC=1.O1C=CC=C1C=O.[O:33]1[CH:37]=[CH:36][CH:35]=[C:34]1/[CH:38]=[CH:39]/[C:40]([O:42][CH2:43][CH3:44])=[O:41], predict the reaction product. (5) Given the reactants [N:1]([C:4]1[CH:5]=[C:6]([C:10](=[O:12])[CH3:11])[CH:7]=[CH:8][CH:9]=1)=[C:2]=[S:3].[F:13][C:14]([F:33])([F:32])[C:15]1[CH:16]=[C:17]([CH:29]=[CH:30][CH:31]=1)[O:18][C:19]1[CH:24]=[CH:23][CH:22]=[C:21]([C:25]([NH:27][NH2:28])=[O:26])[CH:20]=1, predict the reaction product. The product is: [C:10]([C:6]1[CH:5]=[C:4]([NH:1][C:2]([NH:28][NH:27][C:25]([C:21]2[CH:22]=[CH:23][CH:24]=[C:19]([O:18][C:17]3[CH:29]=[CH:30][CH:31]=[C:15]([C:14]([F:13])([F:33])[F:32])[CH:16]=3)[CH:20]=2)=[O:26])=[S:3])[CH:9]=[CH:8][CH:7]=1)(=[O:12])[CH3:11]. (6) Given the reactants [Cl:1][C:2]1[CH:7]=[C:6]([Cl:8])[CH:5]=[CH:4][C:3]=1[C:9]1[N:10]=[C:11]([CH2:31][CH3:32])[C:12]([NH:17][C@H:18]2[C@@H:22]([O:23][CH2:24][CH3:25])[CH2:21][N:20](C3SC=CN=3)[CH2:19]2)=[N:13][C:14]=1[CH2:15][CH3:16].Br[C:34]1[CH:35]=[N:36][CH:37]=[CH:38][CH:39]=1, predict the reaction product. The product is: [Cl:1][C:2]1[CH:7]=[C:6]([Cl:8])[CH:5]=[CH:4][C:3]=1[C:9]1[N:10]=[C:11]([CH2:31][CH3:32])[C:12]([NH:17][C@H:18]2[C@@H:22]([O:23][CH2:24][CH3:25])[CH2:21][N:20]([C:34]3[CH:35]=[N:36][CH:37]=[CH:38][CH:39]=3)[CH2:19]2)=[N:13][C:14]=1[CH2:15][CH3:16].